From a dataset of Catalyst prediction with 721,799 reactions and 888 catalyst types from USPTO. Predict which catalyst facilitates the given reaction. (1) Reactant: [CH2:1]([O:3][NH2:4])[CH3:2].Cl.[Br:6][C:7]1[N:8]=[C:9]2[C:14](=[CH:15][CH:16]=1)[NH:13][C:12](=[O:17])[CH:11]=[C:10]2O.O.C(OCC)(=O)C. Product: [Br:6][C:7]1[N:8]=[C:9]2[C:14](=[CH:15][CH:16]=1)[NH:13][C:12](=[O:17])[CH:11]=[C:10]2[NH:4][O:3][CH2:1][CH3:2]. The catalyst class is: 17. (2) Product: [C:1]([O:5][C:6]([C:8]1[CH:12]=[C:11]([F:58])[S:10][C:9]=1[C:13]1[CH:18]=[CH:17][C:16]([C:19]2[CH:20]=[CH:21][C:22]([C:25]3([C:28]([O:30][CH2:31][CH3:32])=[O:29])[CH2:27][CH2:26]3)=[CH:23][CH:24]=2)=[C:15]([O:33][CH3:34])[CH:14]=1)=[O:7])([CH3:3])([CH3:4])[CH3:2]. Reactant: [C:1]([O:5][C:6]([C:8]1[CH:12]=[CH:11][S:10][C:9]=1[C:13]1[CH:18]=[CH:17][C:16]([C:19]2[CH:24]=[CH:23][C:22]([C:25]3([C:28]([O:30][CH2:31][CH3:32])=[O:29])[CH2:27][CH2:26]3)=[CH:21][CH:20]=2)=[C:15]([O:33][CH3:34])[CH:14]=1)=[O:7])([CH3:4])([CH3:3])[CH3:2].C([N-]C(C)C)(C)C.[Li+].O1CCCC1.C1C=CC(S(N(S(C2C=CC=CC=2)(=O)=O)[F:58])(=O)=O)=CC=1.[Cl-].[NH4+]. The catalyst class is: 54. (3) Reactant: Cl.[Cl:2][C:3]1[CH:8]=[CH:7][N:6]=[C:5]([C:9]([O:11]C)=O)[CH:4]=1.O=S(Cl)[Cl:15].N1C=CC=CC=1C(O)=O. Product: [ClH:2].[Cl:2][C:3]1[CH:8]=[CH:7][N:6]=[C:5]([C:9]([Cl:15])=[O:11])[CH:4]=1. The catalyst class is: 11. (4) Reactant: C1C2C(COC([NH:18][C@@H:19]([CH:46]([CH3:48])[CH3:47])[C:20]([NH:22][C@@H:23]([CH2:34][CH2:35][CH2:36][CH2:37][NH:38][C:39]([O:41][C:42]([CH3:45])([CH3:44])[CH3:43])=[O:40])[C:24]([O:26][CH2:27][C:28]3[CH:33]=[CH:32][CH:31]=[CH:30][CH:29]=3)=[O:25])=[O:21])=O)C3C(=CC=CC=3)C=2C=CC=1.N1CCCCC1. Product: [NH2:18][C@@H:19]([CH:46]([CH3:48])[CH3:47])[C:20]([NH:22][C@@H:23]([CH2:34][CH2:35][CH2:36][CH2:37][NH:38][C:39]([O:41][C:42]([CH3:44])([CH3:43])[CH3:45])=[O:40])[C:24]([O:26][CH2:27][C:28]1[CH:29]=[CH:30][CH:31]=[CH:32][CH:33]=1)=[O:25])=[O:21]. The catalyst class is: 2.